This data is from Reaction yield outcomes from USPTO patents with 853,638 reactions. The task is: Predict the reaction yield, written as a fraction of the theoretical maximum amount of product (1.0 means a 100% yield; for example, 0.34 means a 34% yield). (1) The reactants are [Cl:1][C:2]1[N:3]=[C:4]([C:9]([NH:11][C@H:12]2[CH2:17][CH2:16][N:15](C(OC(C)(C)C)=O)[CH2:14][C@H:13]2[N:25]2[CH2:29][CH2:28][CH2:27][CH2:26]2)=[O:10])[NH:5][C:6]=1[CH2:7][CH3:8].Cl.O1CCOCC1.Br[C:38]1[S:39][C:40]2[C:46]([C:47]([O:49][CH2:50][CH3:51])=[O:48])=[CH:45][CH:44]=[CH:43][C:41]=2[N:42]=1.C(=O)([O-])[O-].[Na+].[Na+]. No catalyst specified. The product is [Cl:1][C:2]1[N:3]=[C:4]([C:9]([NH:11][C@H:12]2[CH2:17][CH2:16][N:15]([C:38]3[S:39][C:40]4[C:46]([C:47]([O:49][CH2:50][CH3:51])=[O:48])=[CH:45][CH:44]=[CH:43][C:41]=4[N:42]=3)[CH2:14][C@H:13]2[N:25]2[CH2:26][CH2:27][CH2:28][CH2:29]2)=[O:10])[NH:5][C:6]=1[CH2:7][CH3:8]. The yield is 0.540. (2) The reactants are [F:1][C:2]1[C:3]([O:32]C)=[C:4]2[C:9](=[CH:10][C:11]=1[CH3:12])[CH:8]([NH:13][C:14]1[CH:23]=[CH:22][CH:21]=[C:20]3[C:15]=1[CH:16]=[CH:17][NH:18][C:19]3=[O:24])[C:7]([OH:29])([C:25]([F:28])([F:27])[F:26])[CH2:6][C:5]2([CH3:31])[CH3:30].B(Br)(Br)Br.C(=O)(O)[O-].[Na+]. The catalyst is ClCCl. The product is [F:1][C:2]1[C:3]([OH:32])=[C:4]2[C:9](=[CH:10][C:11]=1[CH3:12])[CH:8]([NH:13][C:14]1[CH:23]=[CH:22][CH:21]=[C:20]3[C:15]=1[CH:16]=[CH:17][NH:18][C:19]3=[O:24])[C:7]([OH:29])([C:25]([F:28])([F:26])[F:27])[CH2:6][C:5]2([CH3:30])[CH3:31]. The yield is 0.803.